This data is from Full USPTO retrosynthesis dataset with 1.9M reactions from patents (1976-2016). The task is: Predict the reactants needed to synthesize the given product. (1) Given the product [CH2:13]([NH:12][C:4]1[N:5]=[C:6]([NH:8][CH2:9][CH2:10][CH3:11])[N:7]=[C:2]([N:22]([CH3:23])[O:21][CH2:20][CH:17]2[CH2:19][CH2:18]2)[N:3]=1)[CH2:14][CH3:15], predict the reactants needed to synthesize it. The reactants are: Cl[C:2]1[N:7]=[C:6]([NH:8][CH2:9][CH2:10][CH3:11])[N:5]=[C:4]([NH:12][CH2:13][CH2:14][CH3:15])[N:3]=1.Cl.[CH:17]1([CH2:20][O:21][NH:22][CH3:23])[CH2:19][CH2:18]1. (2) Given the product [Br:1][C:14]1[C:15](=[O:31])[N:16]([C:20]2[CH:21]=[C:22]([CH:27]=[CH:28][C:29]=2[CH3:30])[C:23]([O:25][CH3:26])=[O:24])[C:17]([CH3:19])=[CH:18][C:13]=1[OH:12], predict the reactants needed to synthesize it. The reactants are: [Br:1]N1C(C)(C)C(=O)N(Br)C1=O.[OH:12][C:13]1[CH:18]=[C:17]([CH3:19])[N:16]([C:20]2[CH:21]=[C:22]([CH:27]=[CH:28][C:29]=2[CH3:30])[C:23]([O:25][CH3:26])=[O:24])[C:15](=[O:31])[CH:14]=1. (3) Given the product [CH:4]1[C:5]2[C:22](=[CH:21][C:20]3[C:7]([CH:6]=2)=[CH:8][C:9]2[C:18](=[CH:17][C:16]4[C:11]([CH:10]=2)=[CH:12][CH:13]=[CH:14][CH:15]=4)[CH:19]=3)[CH:1]=[CH:2][CH:3]=1.[C:26]1(=[O:28])[NH:27][C:23](=[O:29])[CH:24]=[CH:25]1, predict the reactants needed to synthesize it. The reactants are: [CH:1]1[C:22]2[C:5](=[CH:6][C:7]3[C:20]([CH:21]=2)=[CH:19][C:18]2[C:9](=[CH:10][C:11]4[C:16]([CH:17]=2)=[CH:15][CH:14]=[CH:13][CH:12]=4)[CH:8]=3)[CH:4]=[CH:3][CH:2]=1.[C:23]1(=[O:29])[NH:27][C:26](=[O:28])[CH:25]=[CH:24]1. (4) Given the product [CH2:6]([C@H:13]1[N:18]([C:19]([C:21]2[N:22]=[CH:23][N:24]([C@H:32]3[CH2:37][CH2:36][CH2:35][CH2:34][C:33]3([OH:38])[CH2:39][CH2:40][OH:41])[C:25]=2[C:26]2[CH:31]=[CH:30][CH:29]=[CH:28][CH:27]=2)=[O:20])[CH2:17][CH2:16][N:15]([C:45]([O:47][C:48]([CH3:51])([CH3:50])[CH3:49])=[O:46])[CH2:14]1)[C:7]1[CH:12]=[CH:11][CH:10]=[CH:9][CH:8]=1, predict the reactants needed to synthesize it. The reactants are: [BH4-].[Na+].[Cl-].[Ca+2].[Cl-].[CH2:6]([C@H:13]1[N:18]([C:19]([C:21]2[N:22]=[CH:23][N:24]([C@H:32]3[CH2:37][CH2:36][CH2:35][CH2:34][C:33]3([CH2:39][C:40](OCC)=[O:41])[OH:38])[C:25]=2[C:26]2[CH:31]=[CH:30][CH:29]=[CH:28][CH:27]=2)=[O:20])[CH2:17][CH2:16][N:15]([C:45]([O:47][C:48]([CH3:51])([CH3:50])[CH3:49])=[O:46])[CH2:14]1)[C:7]1[CH:12]=[CH:11][CH:10]=[CH:9][CH:8]=1.O. (5) Given the product [CH2:1]([O:8][C:9]1[CH:14]=[C:13]([O:15][CH2:16][C:17]2[CH:18]=[CH:19][CH:20]=[CH:21][CH:22]=2)[CH:12]=[C:11]([O:23][C:24]2[CH:29]=[CH:28][C:27]([N+:30]([O-:32])=[O:31])=[CH:26][CH:25]=2)[C:10]=1[C:33]1[CH:37]=[C:36]([C:38]([O:40][CH2:41][CH3:42])=[O:39])[O:35][N:34]=1)[C:2]1[CH:3]=[CH:4][CH:5]=[CH:6][CH:7]=1, predict the reactants needed to synthesize it. The reactants are: [CH2:1]([O:8][C:9]1[CH:14]=[C:13]([O:15][CH2:16][C:17]2[CH:22]=[CH:21][CH:20]=[CH:19][CH:18]=2)[CH:12]=[C:11]([O:23][C:24]2[CH:29]=[CH:28][C:27]([N+:30]([O-:32])=[O:31])=[CH:26][CH:25]=2)[C:10]=1[C:33]1[CH2:37][C:36](O)([C:38]([O:40][CH2:41][CH3:42])=[O:39])[O:35][N:34]=1)[C:2]1[CH:7]=[CH:6][CH:5]=[CH:4][CH:3]=1. (6) Given the product [CH2:25]([O:29][C:30]1[CH:31]=[CH:32][C:33]([SH:36])=[CH:34][CH:35]=1)[C:26]#[C:27][CH3:28], predict the reactants needed to synthesize it. The reactants are: C1(P(C2C=CC=CC=2)C2C=CC=CC=2)C=CC=CC=1.CN(C=O)C.[CH2:25]([O:29][C:30]1[CH:35]=[CH:34][C:33]([S:36](Cl)(=O)=O)=[CH:32][CH:31]=1)[C:26]#[C:27][CH3:28].Cl. (7) Given the product [Br:1][C:2]1[CH:8]=[C:7]([O:9][C:10]([F:13])([F:12])[F:11])[CH:6]=[C:5]([C:20]2[CH:21]=[CH:22][C:17]([O:16][CH3:15])=[CH:18][CH:19]=2)[C:3]=1[NH2:4], predict the reactants needed to synthesize it. The reactants are: [Br:1][C:2]1[CH:8]=[C:7]([O:9][C:10]([F:13])([F:12])[F:11])[CH:6]=[C:5](I)[C:3]=1[NH2:4].[CH3:15][O:16][C:17]1[CH:22]=[CH:21][C:20](B(O)O)=[CH:19][CH:18]=1.C([O-])([O-])=O.[K+].[K+]. (8) Given the product [CH3:21][N:12]1[C:11](=[O:22])[C:10]2([CH2:23][CH2:24][CH2:25][NH:8][CH2:9]2)[N:14]([C:15]2[CH:20]=[CH:19][CH:18]=[CH:17][CH:16]=2)[CH2:13]1, predict the reactants needed to synthesize it. The reactants are: C(OC([N:8]1[CH2:25][CH2:24][CH2:23][C:10]2([N:14]([C:15]3[CH:20]=[CH:19][CH:18]=[CH:17][CH:16]=3)[CH2:13][N:12]([CH3:21])[C:11]2=[O:22])[CH2:9]1)=O)(C)(C)C.C(O)(C(F)(F)F)=O. (9) Given the product [C:18]([CH:19]1[CH2:23][N:22]([CH:24]([CH2:28][CH3:29])[C:25]([NH2:27])=[O:26])[C:21](=[O:30])[CH2:20]1)#[CH:17], predict the reactants needed to synthesize it. The reactants are: BrC1CN(C(CC)C(N)=O)C(=O)C1C#C.Br[C:17](Br)=[CH:18][CH:19]1[CH2:23][N:22]([CH:24]([CH2:28][CH3:29])[C:25]([NH2:27])=[O:26])[C:21](=[O:30])[CH2:20]1.[K]. (10) Given the product [CH3:32][O:31][C:30]1[C:15]2[C:14]([NH:13][C@@H:10]3[CH2:11][CH2:12][NH:8][CH2:9]3)=[N:19][C:18]([C:20]3[CH:25]=[CH:24][N:23]=[C:22]([NH:33][C:34]4[CH:35]=[N:36][CH:37]=[CH:38][CH:39]=4)[CH:21]=3)=[N:17][C:16]=2[CH:27]=[N:28][CH:29]=1, predict the reactants needed to synthesize it. The reactants are: C(OC([N:8]1[CH2:12][CH2:11][C@@H:10]([NH:13][C:14]2[C:15]3[C:30]([O:31][CH3:32])=[CH:29][N:28]=[CH:27][C:16]=3[N:17]=[C:18]([C:20]3[CH:25]=[CH:24][N:23]=[C:22](Cl)[CH:21]=3)[N:19]=2)[CH2:9]1)=O)(C)(C)C.[NH2:33][C:34]1[CH:35]=[N:36][CH:37]=[CH:38][CH:39]=1.